Predict which catalyst facilitates the given reaction. From a dataset of Catalyst prediction with 721,799 reactions and 888 catalyst types from USPTO. (1) Reactant: [Cl:1][CH2:2][CH2:3][CH2:4][CH2:5][CH2:6][CH2:7][CH2:8][CH2:9][CH:10]=[CH2:11].[C:12]([O:16][CH3:17])(=[O:15])C=C. Product: [Cl:1][CH2:2][CH2:3][CH2:4][CH2:5][CH2:6][CH2:7][CH2:8][CH2:9]/[CH:10]=[CH:11]/[C:12]([O:16][CH3:17])=[O:15]. The catalyst class is: 2. (2) Reactant: [C:1]([OH:9])(=[O:8])[C:2]([CH2:4][C:5]([OH:7])=[O:6])=[CH2:3].CN.C(C1C[N:18](C)[C:17](=O)C1)(O)=O. Product: [C:1]([OH:9])(=[O:8])[C:2]([CH2:4][C:5]([OH:7])=[O:6])=[CH2:3].[CH3:17][NH2:18]. The catalyst class is: 6. (3) Reactant: [CH2:1]([C:5]1[N:10]=[C:9]([CH3:11])[N:8]([C:12]2[CH:17]=[CH:16][CH:15]=[C:14]([CH:18]([O:20][Si](C(C)(C)C)(C)C)[CH3:19])[CH:13]=2)[C:7](=[O:28])[C:6]=1[CH2:29][C:30]1[CH:35]=[CH:34][C:33]([C:36]2[CH:41]=[CH:40][CH:39]=[CH:38][C:37]=2[C:42]2[NH:46][C:45](=[O:47])[O:44][N:43]=2)=[CH:32][CH:31]=1)[CH2:2][CH2:3][CH3:4].[F-].C([N+](CCCC)(CCCC)CCCC)CCC.C(OCC)(=O)C.O. Product: [CH2:1]([C:5]1[N:10]=[C:9]([CH3:11])[N:8]([C:12]2[CH:17]=[CH:16][CH:15]=[C:14]([CH:18]([OH:20])[CH3:19])[CH:13]=2)[C:7](=[O:28])[C:6]=1[CH2:29][C:30]1[CH:35]=[CH:34][C:33]([C:36]2[CH:41]=[CH:40][CH:39]=[CH:38][C:37]=2[C:42]2[NH:46][C:45](=[O:47])[O:44][N:43]=2)=[CH:32][CH:31]=1)[CH2:2][CH2:3][CH3:4]. The catalyst class is: 7. (4) Reactant: CCCP(=O)=O.[Cl:7][C:8]1[CH:13]=[CH:12][C:11]([CH:14]2[CH2:19][CH2:18][CH2:17][N:16]([C:20]([C:22]3[C:23]([NH:28]C(=O)OC(C)(C)C)=[N:24][N:25]([CH3:27])[CH:26]=3)=[O:21])[CH2:15]2)=[C:10]([C:36]([F:39])([F:38])[F:37])[CH:9]=1.Cl.ClC1C=CC(C2CCCNC2)=C(C(F)(F)F)C=1.C(N(CC)CC)C.Cl. Product: [Cl:7][C:8]1[CH:13]=[CH:12][C:11]([CH:14]2[CH2:19][CH2:18][CH2:17][N:16]([C:20]([C:22]3[C:23]([NH2:28])=[N:24][N:25]([CH3:27])[CH:26]=3)=[O:21])[CH2:15]2)=[C:10]([C:36]([F:39])([F:37])[F:38])[CH:9]=1. The catalyst class is: 2. (5) Reactant: [O:1]1[CH2:3][C@@H:2]1[C@@H:4]([NH:12][C:13](=[O:19])[O:14][C:15]([CH3:18])([CH3:17])[CH3:16])[CH2:5][C:6]1[CH:11]=[CH:10][CH:9]=[CH:8][CH:7]=1.[CH:20]1([NH2:26])[CH2:25][CH2:24][CH2:23][CH2:22][CH2:21]1. Product: [CH2:5]([C@H:4]([NH:12][C:13](=[O:19])[O:14][C:15]([CH3:18])([CH3:17])[CH3:16])[C@H:2]([OH:1])[CH2:3][NH:26][CH:20]1[CH2:25][CH2:24][CH2:23][CH2:22][CH2:21]1)[C:6]1[CH:11]=[CH:10][CH:9]=[CH:8][CH:7]=1. The catalyst class is: 14. (6) Reactant: [CH2:1]([N:8]1[CH2:13][CH2:12][CH:11]([NH:14][C:15](=[O:21])[CH2:16][CH2:17][CH2:18][CH2:19]Br)[CH2:10][CH2:9]1)[C:2]1[CH:7]=[CH:6][CH:5]=[CH:4][CH:3]=1.[H-].[Na+]. Product: [CH2:1]([N:8]1[CH2:13][CH2:12][CH:11]([N:14]2[CH2:19][CH2:18][CH2:17][CH2:16][C:15]2=[O:21])[CH2:10][CH2:9]1)[C:2]1[CH:7]=[CH:6][CH:5]=[CH:4][CH:3]=1. The catalyst class is: 1. (7) Reactant: FC(F)(F)C(O)=O.[CH3:8][O:9][C:10](=[O:27])[C:11]1[CH:16]=[CH:15][C:14]([O:17][CH2:18][C:19]([O:21]C(C)(C)C)=[O:20])=[C:13]([CH3:26])[CH:12]=1. Product: [CH3:8][O:9][C:10](=[O:27])[C:11]1[CH:16]=[CH:15][C:14]([O:17][CH2:18][C:19]([OH:21])=[O:20])=[C:13]([CH3:26])[CH:12]=1. The catalyst class is: 4.